This data is from Reaction yield outcomes from USPTO patents with 853,638 reactions. The task is: Predict the reaction yield, written as a fraction of the theoretical maximum amount of product (1.0 means a 100% yield; for example, 0.34 means a 34% yield). (1) The reactants are [Br:1][C:2]1[CH:3]=[C:4]([C:15]([O:17]C)=[O:16])[C:5](=[O:14])[N:6]([C:8]2[CH:13]=[CH:12][CH:11]=[CH:10][CH:9]=2)[CH:7]=1.[OH-].[Na+].Cl. The catalyst is O1CCOCC1.O. The product is [Br:1][C:2]1[CH:3]=[C:4]([C:15]([OH:17])=[O:16])[C:5](=[O:14])[N:6]([C:8]2[CH:13]=[CH:12][CH:11]=[CH:10][CH:9]=2)[CH:7]=1. The yield is 0.866. (2) The reactants are [F:1][C:2]1[CH:10]=[C:9]2[C:5]([C:6]([C:20]3[CH:21]=[N:22][N:23]([CH:25]4[CH2:30][CH2:29][C:28](=[O:31])[CH2:27][CH2:26]4)[CH:24]=3)=[CH:7][N:8]2[S:11]([C:14]2[CH:19]=[CH:18][CH:17]=[CH:16][CH:15]=2)(=[O:13])=[O:12])=[CH:4][CH:3]=1.[BH4-].[Na+]. The catalyst is CO. The product is [F:1][C:2]1[CH:10]=[C:9]2[C:5]([C:6]([C:20]3[CH:21]=[N:22][N:23]([C@H:25]4[CH2:26][CH2:27][C@H:28]([OH:31])[CH2:29][CH2:30]4)[CH:24]=3)=[CH:7][N:8]2[S:11]([C:14]2[CH:15]=[CH:16][CH:17]=[CH:18][CH:19]=2)(=[O:13])=[O:12])=[CH:4][CH:3]=1. The yield is 0.160. (3) The reactants are [NH:1]1[CH:5]=[CH:4][CH:3]=[N:2]1.[H-].[Na+].Br[CH2:9][C:10]1[CH:19]=[CH:18][C:13]([C:14]([O:16][CH3:17])=[O:15])=[CH:12][CH:11]=1. The catalyst is CN(C=O)C. The product is [N:1]1([CH2:9][C:10]2[CH:19]=[CH:18][C:13]([C:14]([O:16][CH3:17])=[O:15])=[CH:12][CH:11]=2)[CH:5]=[CH:4][CH:3]=[N:2]1. The yield is 0.920.